From a dataset of Forward reaction prediction with 1.9M reactions from USPTO patents (1976-2016). Predict the product of the given reaction. (1) Given the reactants [Br:1][C:2]1[CH:7]=[CH:6][C:5](/[C:8](=[N:22]\[O:23][CH2:24][CH3:25])/[CH:9]2[CH2:14][CH2:13][N:12]([C:15]3([CH3:21])[CH2:20][CH2:19][NH:18][CH2:17][CH2:16]3)[CH2:11][CH2:10]2)=[CH:4][CH:3]=1.[Cl:26][C:27]1[C:36]2[C:31](=[CH:32][C:33]([C:37](O)=[O:38])=[CH:34][CH:35]=2)[N:30]=[CH:29][CH:28]=1.CCN(CC)CC.CN(C(ON1N=NC2C=CC=NC1=2)=[N+](C)C)C.F[P-](F)(F)(F)(F)F, predict the reaction product. The product is: [Br:1][C:2]1[CH:7]=[CH:6][C:5](/[C:8](=[N:22]\[O:23][CH2:24][CH3:25])/[CH:9]2[CH2:10][CH2:11][N:12]([C:15]3([CH3:21])[CH2:20][CH2:19][N:18]([C:37]([C:33]4[CH:32]=[C:31]5[C:36]([C:27]([Cl:26])=[CH:28][CH:29]=[N:30]5)=[CH:35][CH:34]=4)=[O:38])[CH2:17][CH2:16]3)[CH2:13][CH2:14]2)=[CH:4][CH:3]=1. (2) Given the reactants [F:1][C:2]([F:17])([S:13]([O-:16])(=[O:15])=[O:14])[C:3]([F:12])([F:11])[C:4]([F:10])([F:9])[C:5]([F:8])([F:7])[F:6].O[C:19]1[CH:24]=[CH:23][C:22]([S+:25]([C:32]2[CH:37]=[CH:36][CH:35]=[CH:34][CH:33]=2)[C:26]2[CH:31]=[CH:30][CH:29]=[CH:28][CH:27]=2)=[CH:21][CH:20]=1.[C:38](=[O:41])([O-])[O-].[K+].[K+].CN(C)[CH2:46][CH2:47]N(C)C.[CH:52]([O:54][CH2:55][CH2:56][CH2:57][CH2:58][CH2:59]CCCCl)=[CH2:53], predict the reaction product. The product is: [F:17][C:2]([F:1])([S:13]([O-:16])(=[O:15])=[O:14])[C:3]([F:11])([F:12])[C:4]([F:10])([F:9])[C:5]([F:8])([F:7])[F:6].[CH:52]([O:54][CH:55]([CH2:56][CH2:57][CH2:58][CH3:59])[CH2:46][CH2:47][CH2:38][O:41][SH+:25]([C:22]1[CH:21]=[CH:20][CH:19]=[CH:24][CH:23]=1)([C:26]1[CH:27]=[CH:28][CH:29]=[CH:30][CH:31]=1)[C:32]1[CH:33]=[CH:34][CH:35]=[CH:36][CH:37]=1)=[CH2:53]. (3) The product is: [CH3:30][CH2:29][CH2:28][CH:27]([NH:26][C:2]1[NH:7][CH:6]([CH3:8])[N:5]=[C:4]2[N:9]([C:17]3[C:22]([CH3:23])=[CH:21][C:20]([CH3:24])=[CH:19][C:18]=3[CH3:25])[C:10]([CH3:16])=[C:11]([C:12](=[O:15])[CH2:13][Cl:14])[C:3]=12)[CH2:31][CH2:32][CH3:33]. Given the reactants Cl[C:2]1[NH:7][CH:6]([CH3:8])[N:5]=[C:4]2[N:9]([C:17]3[C:22]([CH3:23])=[CH:21][C:20]([CH3:24])=[CH:19][C:18]=3[CH3:25])[C:10]([CH3:16])=[C:11]([C:12](=[O:15])[CH2:13][Cl:14])[C:3]=12.[NH2:26][CH:27]([CH2:31][CH2:32][CH3:33])[CH2:28][CH2:29][CH3:30].C(N(CC)CC)C, predict the reaction product.